This data is from Retrosynthesis with 50K atom-mapped reactions and 10 reaction types from USPTO. The task is: Predict the reactants needed to synthesize the given product. (1) The reactants are: CC(=O)Nc1ccc2c(c1)NC(=O)C2=Cc1ccc(OCCN2CCOCC2)c(C2CCCCC2)c1. Given the product CC(=O)Nc1ccc2c(c1)NC(=O)C2Cc1ccc(OCCN2CCOCC2)c(C2CCCCC2)c1, predict the reactants needed to synthesize it. (2) Given the product CS(=O)(=O)c1ccc(Cn2c(C(=O)OCc3ccncc3)c(-c3ccccc3)c3cc(Br)ccc3c2=O)cc1, predict the reactants needed to synthesize it. The reactants are: CS(=O)(=O)c1ccc(Cn2c(C(=O)O)c(-c3ccccc3)c3cc(Br)ccc3c2=O)cc1.OCc1ccncc1. (3) Given the product CC(C)(CC(=O)Nn1nc(S(=O)(=O)c2ccccc2)c2ccccc2c1=O)c1ccccc1, predict the reactants needed to synthesize it. The reactants are: CC(C)(CC(=O)O)c1ccccc1.Nn1nc(S(=O)(=O)c2ccccc2)c2ccccc2c1=O. (4) The reactants are: CCCCCCCNC(=O)N(C)c1cccc(-c2ccc(/C=C(\C)C(=O)OCC)cc2OCC)c1. Given the product CCCCCCCNC(=O)N(C)c1cccc(-c2ccc(/C=C(\C)C(=O)O)cc2OCC)c1, predict the reactants needed to synthesize it. (5) Given the product NS(=O)(=O)c1ccc(CCN2CCC(N3CCc4ccccc43)CC2)cc1, predict the reactants needed to synthesize it. The reactants are: NS(=O)(=O)c1ccc(CCBr)cc1.c1ccc2c(c1)CCN2C1CCNCC1. (6) Given the product CC(C)[Si](Oc1ccc(Br)c(C#N)c1Cl)(C(C)C)C(C)C, predict the reactants needed to synthesize it. The reactants are: CC(C)[Si](Oc1ccc(Br)c(I)c1Cl)(C(C)C)C(C)C.N#C[Cu].